This data is from Forward reaction prediction with 1.9M reactions from USPTO patents (1976-2016). The task is: Predict the product of the given reaction. (1) The product is: [N:1]1([C:6]2[CH:31]=[CH:30][C:9]([C:10]([NH:12][C@@H:13]([CH2:18][N:19]([C:37]([O:36][C:33]([CH3:35])([CH3:34])[CH3:32])=[O:38])[C@@H:20]3[CH2:22][C@H:21]3[C:23]3[CH:24]=[CH:25][C:26]([F:29])=[CH:27][CH:28]=3)[C:14]([O:16][CH3:17])=[O:15])=[O:11])=[CH:8][CH:7]=2)[CH:5]=[CH:4][CH:3]=[N:2]1. Given the reactants [N:1]1([C:6]2[CH:31]=[CH:30][C:9]([C:10]([NH:12][C@@H:13]([CH2:18][NH:19][C@@H:20]3[CH2:22][C@H:21]3[C:23]3[CH:28]=[CH:27][C:26]([F:29])=[CH:25][CH:24]=3)[C:14]([O:16][CH3:17])=[O:15])=[O:11])=[CH:8][CH:7]=2)[CH:5]=[CH:4][CH:3]=[N:2]1.[CH3:32][C:33]([O:36][C:37](O[C:37]([O:36][C:33]([CH3:35])([CH3:34])[CH3:32])=[O:38])=[O:38])([CH3:35])[CH3:34].C(N(CC)CC)C, predict the reaction product. (2) The product is: [F:1][C:2]1[CH:10]=[CH:9][CH:8]=[C:7]([CH3:11])[C:3]=1[C:4]([NH:16][C:17]1[CH:22]=[CH:21][CH:20]=[CH:19][CH:18]=1)=[O:6]. Given the reactants [F:1][C:2]1[CH:10]=[CH:9][CH:8]=[C:7]([CH3:11])[C:3]=1[C:4]([OH:6])=O.O=S(Cl)Cl.[NH2:16][C:17]1[CH:22]=[CH:21][CH:20]=[CH:19][CH:18]=1.CCN(CC)CC, predict the reaction product. (3) Given the reactants [Br:1][C:2]1[C:3](=[O:9])[NH:4][N:5]=[CH:6][C:7]=1Br.[C:10]1([CH:16]2[CH2:21][CH2:20][NH:19][CH2:18][CH2:17]2)[CH:15]=[CH:14][CH:13]=[CH:12][CH:11]=1.CCN(C(C)C)C(C)C, predict the reaction product. The product is: [Br:1][C:2]1[C:3](=[O:9])[NH:4][N:5]=[CH:6][C:7]=1[N:19]1[CH2:20][CH2:21][CH:16]([C:10]2[CH:15]=[CH:14][CH:13]=[CH:12][CH:11]=2)[CH2:17][CH2:18]1. (4) Given the reactants [OH:1][C:2]1[CH:11]=[C:10]2[C:5]([C:6]([NH:12][C:13]3[CH:14]=[C:15]([S:25]([NH:28][CH3:29])(=[O:27])=[O:26])[CH:16]=[CH:17][C:18]=3[O:19][CH2:20][C:21]([F:24])([F:23])[F:22])=[N:7][CH:8]=[N:9]2)=[CH:4][C:3]=1[O:30][CH3:31].Br[CH:33]([CH3:35])[CH3:34].C([O-])([O-])=O.[K+].[K+].O, predict the reaction product. The product is: [CH:33]([O:1][C:2]1[CH:11]=[C:10]2[C:5]([C:6]([NH:12][C:13]3[CH:14]=[C:15]([S:25]([NH:28][CH3:29])(=[O:26])=[O:27])[CH:16]=[CH:17][C:18]=3[O:19][CH2:20][C:21]([F:24])([F:23])[F:22])=[N:7][CH:8]=[N:9]2)=[CH:4][C:3]=1[O:30][CH3:31])([CH3:35])[CH3:34]. (5) The product is: [NH:2]([C:6](=[O:5])[C:7]([NH:9][C:10]1[CH:11]=[CH:12][C:13]([O:16][CH:17]2[CH2:22][CH2:21][CH:20]([C:23]([O:25][C:26]([CH3:27])([CH3:29])[CH3:28])=[O:24])[CH2:19][CH2:18]2)=[N:14][CH:15]=1)=[O:8])[NH2:3]. Given the reactants O.[NH2:2][NH2:3].C[O:5][C:6](=O)[C:7]([NH:9][C:10]1[CH:11]=[CH:12][C:13]([O:16][CH:17]2[CH2:22][CH2:21][CH:20]([C:23]([O:25][C:26]([CH3:29])([CH3:28])[CH3:27])=[O:24])[CH2:19][CH2:18]2)=[N:14][CH:15]=1)=[O:8], predict the reaction product. (6) Given the reactants [Cl:1][C:2]1[CH:19]=[CH:18][C:5]([O:6][C:7]2[C:12]([F:13])=[CH:11][C:10]([N+:14]([O-])=O)=[CH:9][C:8]=2[F:17])=[CH:4][CH:3]=1.C1(C)C=CC=CC=1.C([O-])(=O)C.[NH4+], predict the reaction product. The product is: [Cl:1][C:2]1[CH:19]=[CH:18][C:5]([O:6][C:7]2[C:12]([F:13])=[CH:11][C:10]([NH2:14])=[CH:9][C:8]=2[F:17])=[CH:4][CH:3]=1. (7) Given the reactants [C:1]1([N:7]2[CH2:12][CH2:11][NH:10][CH2:9][CH2:8]2)[CH:6]=[CH:5][CH:4]=[CH:3][CH:2]=1.[S:13](N)([NH2:16])(=[O:15])=[O:14], predict the reaction product. The product is: [S:13]([N:10]1[CH2:11][CH2:12][N:7]([C:1]2[CH:6]=[CH:5][CH:4]=[CH:3][CH:2]=2)[CH2:8][CH2:9]1)(=[O:15])(=[O:14])[NH2:16].